Dataset: Catalyst prediction with 721,799 reactions and 888 catalyst types from USPTO. Task: Predict which catalyst facilitates the given reaction. (1) Reactant: [C:1]([O:5][C:6]([N:8]1[CH2:12][C@@H:11]([CH2:13][N:14]([CH:31]([CH3:33])[CH3:32])[C:15](=[O:30])[C:16]2[CH:21]=[CH:20][C:19]([O:22][CH3:23])=[C:18]([O:24][CH2:25][CH2:26][CH2:27][O:28][CH3:29])[CH:17]=2)[C@H:10]([CH2:34][NH:35][CH:36]2[CH2:38][CH2:37]2)[CH2:9]1)=[O:7])([CH3:4])([CH3:3])[CH3:2].[CH3:39][N:40]([C:44]1[CH:49]=[CH:48][CH:47]=[CH:46][CH:45]=1)[C:41](Cl)=[O:42].C(N(CC)CC)C.Cl. Product: [C:1]([O:5][C:6]([N:8]1[CH2:12][C@@H:11]([CH2:13][N:14]([CH:31]([CH3:32])[CH3:33])[C:15](=[O:30])[C:16]2[CH:21]=[CH:20][C:19]([O:22][CH3:23])=[C:18]([O:24][CH2:25][CH2:26][CH2:27][O:28][CH3:29])[CH:17]=2)[C@H:10]([CH2:34][N:35]([CH:36]2[CH2:37][CH2:38]2)[C:41]([N:40]([CH3:39])[C:44]2[CH:49]=[CH:48][CH:47]=[CH:46][CH:45]=2)=[O:42])[CH2:9]1)=[O:7])([CH3:3])([CH3:4])[CH3:2]. The catalyst class is: 251. (2) Reactant: BrBr.[CH2:3]([CH:7]1[C:12]([C:13]2[CH:18]=[CH:17][CH:16]=[CH:15][CH:14]=2)=[N:11][NH:10][C:9](=[O:19])[CH2:8]1)[CH2:4][CH2:5][CH3:6]. Product: [CH2:3]([C:7]1[C:12]([C:13]2[CH:18]=[CH:17][CH:16]=[CH:15][CH:14]=2)=[N:11][NH:10][C:9](=[O:19])[CH:8]=1)[CH2:4][CH2:5][CH3:6]. The catalyst class is: 52. (3) Reactant: [F:1][C:2]1[CH:7]=[CH:6][C:5]([C:8]2[CH:18]=[CH:17][C:11]([C:12]([O:14][CH2:15][CH3:16])=[O:13])=[C:10]([CH3:19])[N:9]=2)=[CH:4][CH:3]=1.[Br:20]N1C(=O)CCC1=O.CC(N=NC(C#N)(C)C)(C#N)C. Product: [F:1][C:2]1[CH:7]=[CH:6][C:5]([C:8]2[CH:18]=[CH:17][C:11]([C:12]([O:14][CH2:15][CH3:16])=[O:13])=[C:10]([CH2:19][Br:20])[N:9]=2)=[CH:4][CH:3]=1. The catalyst class is: 53. (4) Reactant: [NH2:1][C:2]1[N:7]=[CH:6][CH:5]=[C:4]([NH:8][CH2:9][CH3:10])[N:3]=1.[I:11][Cl:12]. Product: [ClH:12].[NH2:1][C:2]1[N:7]=[C:6]([I:11])[CH:5]=[C:4]([NH:8][CH2:9][CH3:10])[N:3]=1. The catalyst class is: 5. (5) Reactant: [C:1]1([CH3:7])[CH:6]=[CH:5][CH:4]=[CH:3][CH:2]=1.[C:8](O)(=O)[C:9](O)=O.[C:14](=[O:17])(O)[O-].[Na+]. Product: [CH:3](=[C:9]1[CH2:8][CH2:7][CH:1]([CH2:6][CH2:5][CH2:4][CH2:3][CH3:2])[C:14]1=[O:17])[CH2:2][CH2:1][CH2:6][CH3:5]. The catalyst class is: 6. (6) The catalyst class is: 1. Reactant: N(C(OC(C)C)=O)=NC(OC(C)C)=O.[CH:15]1([C@@:20]([OH:30])([C:24]2[CH:29]=[CH:28][CH:27]=[CH:26][CH:25]=2)[C:21]([OH:23])=[O:22])[CH2:19][CH2:18][CH2:17][CH2:16]1.[C:31]([O:35][C:36]([N:38]1[CH2:42][CH2:41][C@@H:40](O)[CH2:39]1)=[O:37])([CH3:34])([CH3:33])[CH3:32].C1(P(C2C=CC=CC=2)C2C=CC=CC=2)C=CC=CC=1. Product: [C:31]([O:35][C:36]([N:38]1[CH2:42][CH2:41][C@@H:40]([O:22][C:21](=[O:23])[C@:20]([CH:15]2[CH2:19][CH2:18][CH2:17][CH2:16]2)([OH:30])[C:24]2[CH:25]=[CH:26][CH:27]=[CH:28][CH:29]=2)[CH2:39]1)=[O:37])([CH3:34])([CH3:32])[CH3:33].